From a dataset of Reaction yield outcomes from USPTO patents with 853,638 reactions. Predict the reaction yield, written as a fraction of the theoretical maximum amount of product (1.0 means a 100% yield; for example, 0.34 means a 34% yield). The catalyst is CN(C)C=O. The reactants are [H-].[Na+].[CH3:3][NH:4][C:5](=[O:9])[CH2:6][C:7]#[N:8].[Cl:10][C:11]1[CH:19]=[CH:18][C:14]([C:15](F)=[O:16])=[C:13]([NH:20][CH2:21][C:22]2[CH:27]=[CH:26][CH:25]=[CH:24][N:23]=2)[N:12]=1.C(O)(=O)C. The yield is 0.870. The product is [NH2:8][C:7]1[N:20]([CH2:21][C:22]2[CH:27]=[CH:26][CH:25]=[CH:24][N:23]=2)[C:13]2[C:14]([C:15](=[O:16])[C:6]=1[C:5]([NH:4][CH3:3])=[O:9])=[CH:18][CH:19]=[C:11]([Cl:10])[N:12]=2.